From a dataset of Forward reaction prediction with 1.9M reactions from USPTO patents (1976-2016). Predict the product of the given reaction. (1) Given the reactants [F:1][C:2]([F:43])([F:42])[C:3]([C:9]1[CH:38]=[CH:37][C:12]([O:13][C:14]2[CH:15]=[C:16]([CH:34]=[CH:35][CH:36]=2)[CH2:17][N:18]2[C:22](=[O:23])[C:21]([CH3:32])([C:24]3[CH:25]=[N:26][C:27]([S:30][CH3:31])=[CH:28][CH:29]=3)[NH:20][C:19]2=[O:33])=[C:11]([CH2:39][CH2:40][CH3:41])[CH:10]=1)([OH:8])[C:4]([F:7])([F:6])[F:5].OO.[OH2:46].C[OH:48], predict the reaction product. The product is: [F:5][C:4]([F:7])([F:6])[C:3]([C:9]1[CH:38]=[CH:37][C:12]([O:13][C:14]2[CH:15]=[C:16]([CH:34]=[CH:35][CH:36]=2)[CH2:17][N:18]2[C:22](=[O:23])[C:21]([CH3:32])([C:24]3[CH:25]=[N:26][C:27]([S:30]([CH3:31])(=[O:48])=[O:46])=[CH:28][CH:29]=3)[NH:20][C:19]2=[O:33])=[C:11]([CH2:39][CH2:40][CH3:41])[CH:10]=1)([OH:8])[C:2]([F:1])([F:42])[F:43]. (2) Given the reactants [NH2:1][C:2]1[CH:7]=[CH:6][C:5]([C@@H:8]2[O:13][CH2:12][CH2:11][N:10]([C@@H:14]([C:16]3[CH:21]=[CH:20][CH:19]=[CH:18][CH:17]=3)[CH3:15])[CH2:9]2)=[CH:4][CH:3]=1.Cl[C:23]1[CH:28]=[CH:27][CH:26]=[CH:25][N:24]=1.CC(C)([O-])C.[K+].[Cl-].C(C1C=CC=C(C(C)C)C=1[N+]1C=CN(C2C(C(C)C)=CC=CC=2C(C)C)C=1)(C)C, predict the reaction product. The product is: [C:16]1([C@H:14]([N:10]2[CH2:11][CH2:12][O:13][C@@H:8]([C:5]3[CH:4]=[CH:3][C:2]([NH:1][C:23]4[CH:28]=[CH:27][CH:26]=[CH:25][N:24]=4)=[CH:7][CH:6]=3)[CH2:9]2)[CH3:15])[CH:17]=[CH:18][CH:19]=[CH:20][CH:21]=1.